This data is from Forward reaction prediction with 1.9M reactions from USPTO patents (1976-2016). The task is: Predict the product of the given reaction. Given the reactants [CH3:1][C:2]1([N:8]2[CH2:13][CH2:12][CH:11]([N:14]([C:21]3[CH:26]=[CH:25][CH:24]=[CH:23][CH:22]=3)[C:15]3[CH:20]=[CH:19][CH:18]=[CH:17][CH:16]=3)[CH2:10][CH2:9]2)[CH2:7][CH2:6][NH:5][CH2:4][CH2:3]1.[CH3:27][C:28]1[CH:33]=[C:32]([CH3:34])[CH:31]=[C:30]([CH3:35])[C:29]=1[S:36](Cl)(=[O:38])=[O:37].C(N(C(C)C)CC)(C)C, predict the reaction product. The product is: [CH3:1][C:2]1([N:8]2[CH2:9][CH2:10][CH:11]([N:14]([C:15]3[CH:16]=[CH:17][CH:18]=[CH:19][CH:20]=3)[C:21]3[CH:26]=[CH:25][CH:24]=[CH:23][CH:22]=3)[CH2:12][CH2:13]2)[CH2:3][CH2:4][N:5]([S:36]([C:29]2[C:30]([CH3:35])=[CH:31][C:32]([CH3:34])=[CH:33][C:28]=2[CH3:27])(=[O:38])=[O:37])[CH2:6][CH2:7]1.